Predict the reactants needed to synthesize the given product. From a dataset of Full USPTO retrosynthesis dataset with 1.9M reactions from patents (1976-2016). (1) The reactants are: Br[C:2]1[CH:11]=[C:10]([CH3:12])[CH:9]=[CH:8][C:3]=1[C:4]([O:6][CH3:7])=[O:5].[CH2:13]([Sn](CCCC)(CCCC)CCCC)[CH:14]=[CH2:15].[Cl-].[Li+]. Given the product [CH2:15]([C:2]1[CH:11]=[C:10]([CH3:12])[CH:9]=[CH:8][C:3]=1[C:4]([O:6][CH3:7])=[O:5])[CH:14]=[CH2:13], predict the reactants needed to synthesize it. (2) Given the product [CH3:1][C:2]1[C:14]2[C:13]3[C:8](=[CH:9][CH:10]=[C:11]([C:15]([OH:17])=[O:16])[CH:12]=3)[NH:7][C:6]=2[C:5](=[O:18])[NH:4][CH:3]=1, predict the reactants needed to synthesize it. The reactants are: [CH3:1][CH:2]1[C:14]2[C:13]3[C:8](=[CH:9][CH:10]=[C:11]([C:15]([OH:17])=[O:16])[CH:12]=3)[NH:7][C:6]=2[C:5](=[O:18])[NH:4][CH2:3]1.C(C1C(=O)C(Cl)=C(Cl)C(=O)C=1C#N)#N. (3) Given the product [CH2:1]([CH:3]1[CH2:7][O:6][C:5](=[O:8])[N:4]1[CH2:9][C:10]1[CH:15]=[CH:14][CH:13]=[CH:12][C:11]=1[NH2:16])[CH3:2], predict the reactants needed to synthesize it. The reactants are: [CH2:1]([CH:3]1[CH2:7][O:6][C:5](=[O:8])[N:4]1[CH2:9][C:10]1[CH:15]=[CH:14][CH:13]=[CH:12][C:11]=1[N+:16]([O-])=O)[CH3:2].[Cl-].[NH4+]. (4) Given the product [CH3:22][C:16]1[C:15]([C:3]2[C:2]([F:1])=[CH:7][C:6]([OH:8])=[C:5]([F:10])[CH:4]=2)=[C:20]([CH3:21])[N:19]=[CH:18][N:17]=1.[CH3:68][C:49]1[C:50]([C:51]2[CH:66]=[CH:65][C:54]([OH:55])=[CH:53][CH:52]=2)=[C:45]([CH3:44])[N:46]=[CH:47][N:48]=1.[CH3:69][O:70][C:71]1[CH:76]=[C:75]([O:77][CH3:78])[CH:74]=[CH:73][C:72]=1[C:15]1[C:16]([CH3:22])=[N:17][CH:18]=[N:19][C:20]=1[CH3:21], predict the reactants needed to synthesize it. The reactants are: [F:1][C:2]1[CH:7]=[C:6]([O:8]C)[C:5]([F:10])=[CH:4][C:3]=1B(O)O.Br[C:15]1[C:16]([CH3:22])=[N:17][CH:18]=[N:19][C:20]=1[CH3:21].COC.COC1C=CC(B(O)O)=CC=1.FC(F)(F)C(O)=O.[CH3:44][C:45]1[C:50]([C:51]2[CH:66]=[CH:65][C:54]([O:55]C3N=CC=C4C=COC=34)=[CH:53][C:52]=2C)=[C:49]([CH3:68])[N:48]=[CH:47][N:46]=1.[CH3:69][O:70][C:71]1[CH:76]=[C:75]([O:77][CH3:78])[CH:74]=[CH:73][C:72]=1B(O)O. (5) Given the product [CH3:4][N:7]([CH3:8])[CH2:17]/[CH:18]=[CH:19]/[C:20]([NH:42][C:40]1[N:39]=[CH:38][C:34]2[N:35]=[CH:36][N:37]=[C:32]([NH:31][C:27]3[CH:28]=[CH:29][CH:30]=[C:25]([C:23]#[CH:24])[CH:26]=3)[C:33]=2[CH:41]=1)=[O:22], predict the reactants needed to synthesize it. The reactants are: C1CC[CH:4]([N:7]=[C:8]=NC2CCCCC2)CC1.Br[CH2:17]/[CH:18]=[CH:19]/[C:20]([OH:22])=O.[C:23]([C:25]1[CH:26]=[C:27]([NH:31][C:32]2[C:33]3[CH:41]=[C:40]([NH2:42])[N:39]=[CH:38][C:34]=3[N:35]=[CH:36][N:37]=2)[CH:28]=[CH:29][CH:30]=1)#[CH:24].C(N(C(C)C)CC)(C)C.CNC.C(=O)([O-])[O-].[Na+].[Na+]. (6) The reactants are: [Cl:1][C:2]1[CH:3]=[C:4]([NH:10][C:11]([C@@H:13]2[CH2:17][CH2:16][N:15]([C:18](=[O:28])[C:19](=[O:27])[NH:20][C@H:21]([CH3:26])[C:22]([F:25])([F:24])[F:23])[C@H:14]2[CH3:29])=[O:12])[CH:5]=[C:6]([F:9])[C:7]=1[F:8].ClC1C=C(NC([C@H]2CCN(C(=O)C(=O)N[C@H](C)C(F)(F)F)[C@H]2C)=O)C=C(F)C=1F. Given the product [Cl:1][C:2]1[CH:3]=[C:4]([NH:10][C:11]([CH:13]2[CH2:17][CH2:16][N:15]([C:18](=[O:28])[C:19](=[O:27])[NH:20][C@H:21]([CH3:26])[C:22]([F:25])([F:23])[F:24])[C@H:14]2[CH3:29])=[O:12])[CH:5]=[C:6]([F:9])[C:7]=1[F:8], predict the reactants needed to synthesize it. (7) The reactants are: [Br:1][C:2]1[CH:7]=[CH:6][C:5]([C@@H:8]([NH:10][CH2:11][CH2:12][C:13]([C:23]2[CH:28]=[CH:27][CH:26]=[CH:25][CH:24]=2)([CH2:20][CH:21]=[CH2:22])[CH2:14][C:15]([O:17]CC)=O)[CH3:9])=[CH:4][CH:3]=1. Given the product [CH2:20]([C@:13]1([C:23]2[CH:24]=[CH:25][CH:26]=[CH:27][CH:28]=2)[CH2:12][CH2:11][N:10]([C@H:8]([C:5]2[CH:4]=[CH:3][C:2]([Br:1])=[CH:7][CH:6]=2)[CH3:9])[C:15](=[O:17])[CH2:14]1)[CH:21]=[CH2:22], predict the reactants needed to synthesize it. (8) Given the product [C:1]([O:5][C:6]([NH:8][CH2:9][CH2:10][CH2:11][CH2:12][C@H:13]([NH:18][C:19](=[O:40])[CH2:20][CH2:21][NH:22][C:23]([C:25]1[CH:30]=[CH:29][C:28]([C:31]2[CH:36]=[CH:35][C:34]([CH2:37][CH2:38][CH3:39])=[CH:33][CH:32]=2)=[CH:27][CH:26]=1)=[O:24])[C:14]([OH:16])=[O:15])=[O:7])([CH3:4])([CH3:3])[CH3:2], predict the reactants needed to synthesize it. The reactants are: [C:1]([O:5][C:6]([NH:8][CH2:9][CH2:10][CH2:11][CH2:12][C@H:13]([NH:18][C:19](=[O:40])[CH2:20][CH2:21][NH:22][C:23]([C:25]1[CH:30]=[CH:29][C:28]([C:31]2[CH:36]=[CH:35][C:34]([CH2:37][CH2:38][CH3:39])=[CH:33][CH:32]=2)=[CH:27][CH:26]=1)=[O:24])[C:14]([O:16]C)=[O:15])=[O:7])([CH3:4])([CH3:3])[CH3:2].[Li+].[OH-]. (9) Given the product [CH3:32][N:16]1[CH2:17][C@@H:18]([O:25][C:26]2[CH:27]=[CH:28][N:29]=[CH:30][CH:31]=2)[CH2:19][C@H:20]([C:21]([O:23][CH3:24])=[O:22])[C@H:15]1[C:13]([N:10]1[CH2:9][CH:8]=[C:7]([C:1]2[CH:6]=[CH:5][CH:4]=[CH:3][CH:2]=2)[CH2:12][CH2:11]1)=[O:14], predict the reactants needed to synthesize it. The reactants are: [C:1]1([C:7]2[CH2:8][CH2:9][N:10]([C:13]([C@@H:15]3[C@@H:20]([C:21]([O:23][CH3:24])=[O:22])[CH2:19][C@H:18]([O:25][C:26]4[CH:31]=[CH:30][N:29]=[CH:28][CH:27]=4)[CH2:17][N:16]3[C:32](OC(C)(C)C)=O)=[O:14])[CH2:11][CH:12]=2)[CH:6]=[CH:5][CH:4]=[CH:3][CH:2]=1.FC(F)(F)C(O)=O.O1CCCC1.C(#N)C.C(N(CC)C(C)C)(C)C.C=O.C(O[BH-](OC(=O)C)OC(=O)C)(=O)C.[Na+].